This data is from Peptide-MHC class I binding affinity with 185,985 pairs from IEDB/IMGT. The task is: Regression. Given a peptide amino acid sequence and an MHC pseudo amino acid sequence, predict their binding affinity value. This is MHC class I binding data. (1) The peptide sequence is LMMTTIGVV. The MHC is HLA-A02:17 with pseudo-sequence HLA-A02:17. The binding affinity (normalized) is 0.721. (2) The peptide sequence is NITHTNITT. The MHC is HLA-A02:01 with pseudo-sequence HLA-A02:01. The binding affinity (normalized) is 0. (3) The peptide sequence is LLSKNTFYL. The MHC is HLA-A02:12 with pseudo-sequence HLA-A02:12. The binding affinity (normalized) is 1.00. (4) The peptide sequence is HEGINPNM. The MHC is H-2-Db with pseudo-sequence H-2-Db. The binding affinity (normalized) is 0.